From a dataset of NCI-60 drug combinations with 297,098 pairs across 59 cell lines. Regression. Given two drug SMILES strings and cell line genomic features, predict the synergy score measuring deviation from expected non-interaction effect. (1) Drug 1: CCC1=CC2CC(C3=C(CN(C2)C1)C4=CC=CC=C4N3)(C5=C(C=C6C(=C5)C78CCN9C7C(C=CC9)(C(C(C8N6C)(C(=O)OC)O)OC(=O)C)CC)OC)C(=O)OC.C(C(C(=O)O)O)(C(=O)O)O. Drug 2: C1CCC(C(C1)N)N.C(=O)(C(=O)[O-])[O-].[Pt+4]. Cell line: BT-549. Synergy scores: CSS=53.5, Synergy_ZIP=0.469, Synergy_Bliss=2.19, Synergy_Loewe=-13.7, Synergy_HSA=4.04. (2) Drug 1: CCC1=CC2CC(C3=C(CN(C2)C1)C4=CC=CC=C4N3)(C5=C(C=C6C(=C5)C78CCN9C7C(C=CC9)(C(C(C8N6C)(C(=O)OC)O)OC(=O)C)CC)OC)C(=O)OC.C(C(C(=O)O)O)(C(=O)O)O. Drug 2: CC1OCC2C(O1)C(C(C(O2)OC3C4COC(=O)C4C(C5=CC6=C(C=C35)OCO6)C7=CC(=C(C(=C7)OC)O)OC)O)O. Cell line: MALME-3M. Synergy scores: CSS=29.7, Synergy_ZIP=-4.92, Synergy_Bliss=-4.40, Synergy_Loewe=-10.3, Synergy_HSA=-0.643. (3) Cell line: OVCAR-5. Synergy scores: CSS=5.70, Synergy_ZIP=-1.27, Synergy_Bliss=1.58, Synergy_Loewe=-0.583, Synergy_HSA=-0.0480. Drug 1: CC(C)NC(=O)C1=CC=C(C=C1)CNNC.Cl. Drug 2: C1CNP(=O)(OC1)N(CCCl)CCCl.